This data is from Catalyst prediction with 721,799 reactions and 888 catalyst types from USPTO. The task is: Predict which catalyst facilitates the given reaction. Reactant: Br[C:2]1[CH:7]=[CH:6][C:5]([N+:8]([O-:10])=[O:9])=[CH:4][C:3]=1[O:11][CH3:12].[Cl:13][C:14]1[CH:19]=[C:18](B(O)O)[CH:17]=[CH:16][N:15]=1.C(=O)([O-])[O-].[Na+].[Na+]. Product: [Cl:13][C:14]1[CH:19]=[C:18]([C:2]2[CH:7]=[CH:6][C:5]([N+:8]([O-:10])=[O:9])=[CH:4][C:3]=2[O:11][CH3:12])[CH:17]=[CH:16][N:15]=1. The catalyst class is: 516.